Dataset: Catalyst prediction with 721,799 reactions and 888 catalyst types from USPTO. Task: Predict which catalyst facilitates the given reaction. (1) Reactant: [Cl-].O[NH3+:3].[C:4](=[O:7])([O-])[OH:5].[Na+].CS(C)=O.[CH3:13][C:14]1[N:15]=[C:16]([CH2:42][CH2:43][CH3:44])[N:17]([CH2:27][C:28]2[CH:33]=[CH:32][C:31]([C:34]3[C:35]([C:40]#[N:41])=[CH:36][CH:37]=[CH:38][CH:39]=3)=[CH:30][CH:29]=2)[C:18](=[O:26])[C:19]=1[C:20]1[CH:25]=[CH:24][CH:23]=[CH:22][CH:21]=1. Product: [CH3:13][C:14]1[N:15]=[C:16]([CH2:42][CH2:43][CH3:44])[N:17]([CH2:27][C:28]2[CH:33]=[CH:32][C:31]([C:34]3[CH:39]=[CH:38][CH:37]=[CH:36][C:35]=3[C:40]3[NH:3][C:4](=[O:7])[O:5][N:41]=3)=[CH:30][CH:29]=2)[C:18](=[O:26])[C:19]=1[C:20]1[CH:21]=[CH:22][CH:23]=[CH:24][CH:25]=1. The catalyst class is: 69. (2) Reactant: [C:1]([C:4]1[C:5]([O:23][CH3:24])=[C:6]([CH:12]([OH:22])[CH2:13][NH:14][C:15](=O)[O:16]C(C)(C)C)[C:7]([CH3:11])=[C:8]([Cl:10])[CH:9]=1)(=[O:3])[CH3:2].C(N(CC)C(C)C)(C)C.C1N=CN(C(N2C=NC=C2)=O)C=1. The catalyst class is: 7. Product: [C:1]([C:4]1[C:5]([O:23][CH3:24])=[C:6]([CH:12]2[O:22][C:15](=[O:16])[NH:14][CH2:13]2)[C:7]([CH3:11])=[C:8]([Cl:10])[CH:9]=1)(=[O:3])[CH3:2]. (3) Reactant: C(O[C:6]([N:8]1[CH2:13][CH2:12][C:11](=[C:14]([C:21]2[CH:26]=[CH:25][CH:24]=[CH:23][CH:22]=2)[C:15]2[NH:19][N:18]=[C:17]([CH3:20])[CH:16]=2)[CH2:10][CH2:9]1)=[O:7])(C)(C)C.C(O)(C(F)(F)F)=O.Cl.[CH3:35][O:36][C:37]1[CH:45]=[N:44][C:43]([N:46]2[CH:50]=[C:49]([CH3:51])[N:48]=[N:47]2)=[C:42]2[C:38]=1[C:39]([C:52](=[O:56])C(O)=O)=[CH:40][NH:41]2.C(N(CC)CC)(C)C.C1N(P(Cl)(N2C(=O)OCC2)=O)C(=O)OC1. Product: [C:21]1([C:14](=[C:11]2[CH2:12][CH2:13][N:8]([C:6](=[O:7])[C:52]([C:39]3[C:38]4[C:42](=[C:43]([N:46]5[CH:50]=[C:49]([CH3:51])[N:48]=[N:47]5)[N:44]=[CH:45][C:37]=4[O:36][CH3:35])[NH:41][CH:40]=3)=[O:56])[CH2:9][CH2:10]2)[C:15]2[NH:19][N:18]=[C:17]([CH3:20])[CH:16]=2)[CH:26]=[CH:25][CH:24]=[CH:23][CH:22]=1. The catalyst class is: 2. (4) Reactant: Cl[C:2]1[C:3]([NH:12][CH:13]2[CH2:15][CH2:14]2)=[N:4][C:5]2[C:10]([N:11]=1)=[CH:9][CH:8]=[CH:7][CH:6]=2.[CH3:16][CH:17]1[CH2:22][NH:21][CH2:20][CH2:19][N:18]1[C:23]([O:25][C:26]([CH3:29])([CH3:28])[CH3:27])=[O:24].C(N(C(C)C)C(C)C)C. Product: [CH:13]1([NH:12][C:3]2[C:2]([N:21]3[CH2:20][CH2:19][N:18]([C:23]([O:25][C:26]([CH3:29])([CH3:28])[CH3:27])=[O:24])[CH:17]([CH3:16])[CH2:22]3)=[N:11][C:10]3[C:5]([N:4]=2)=[CH:6][CH:7]=[CH:8][CH:9]=3)[CH2:15][CH2:14]1. The catalyst class is: 12. (5) Reactant: [C:1]([NH:4][C:5]1[S:6][CH:7]=[C:8]([CH3:13])[C:9]=1[C:10]([NH2:12])=[O:11])(=[O:3])[CH3:2].C1C(=O)N([Cl:21])C(=O)C1. Product: [C:1]([NH:4][C:5]1[S:6][C:7]([Cl:21])=[C:8]([CH3:13])[C:9]=1[C:10]([NH2:12])=[O:11])(=[O:3])[CH3:2]. The catalyst class is: 5.